Dataset: Reaction yield outcomes from USPTO patents with 853,638 reactions. Task: Predict the reaction yield, written as a fraction of the theoretical maximum amount of product (1.0 means a 100% yield; for example, 0.34 means a 34% yield). (1) The reactants are [N:1]1[CH:6]=[CH:5][CH:4]=[C:3]([CH2:7]P(=O)(OCC)OCC)[CH:2]=1.C(O[K])(C)(C)C.[CH:22]([C:24]1[C:32]2[C:27](=[CH:28][C:29]([C:33]#[N:34])=[CH:30][CH:31]=2)[NH:26][N:25]=1)=O.C([O-])(O)=O.[Na+]. The catalyst is CN(C=O)C.O. The product is [N:1]1[CH:6]=[CH:5][CH:4]=[C:3](/[CH:7]=[CH:22]/[C:24]2[C:32]3[C:27](=[CH:28][C:29]([C:33]#[N:34])=[CH:30][CH:31]=3)[NH:26][N:25]=2)[CH:2]=1. The yield is 0.670. (2) The reactants are [OH:1][C:2]1[CH:9]=[CH:8][C:5]([CH:6]=O)=[CH:4][CH:3]=1.[CH2:10]([C:13]1[CH:18]=[CH:17][CH:16]=[CH:15][C:14]=1[OH:19])[CH:11]=[CH2:12].CS(O)(=O)=O.[C:25](=[O:28])([O-])O.[Na+]. The catalyst is C1(C)C=CC=CC=1. The product is [OH:1][C:2]1[CH:9]=[CH:8][C:5]([CH:6]([C:17]2[CH:16]=[CH:15][C:14]([OH:19])=[C:13]([CH2:10][CH:11]=[CH2:12])[CH:18]=2)[C:10]2[CH:13]=[CH:14][C:25]([OH:28])=[CH:12][CH:11]=2)=[CH:4][C:3]=1[CH2:17][CH:16]=[CH2:15]. The yield is 0.580.